From a dataset of Reaction yield outcomes from USPTO patents with 853,638 reactions. Predict the reaction yield, written as a fraction of the theoretical maximum amount of product (1.0 means a 100% yield; for example, 0.34 means a 34% yield). (1) The yield is 0.999. The reactants are [C:1]1([Mg]Br)[CH:6]=[CH:5][CH:4]=[CH:3][CH:2]=1.[CH:9](=[O:13])/[CH:10]=[CH:11]/[CH3:12].[Cl-].[NH4+]. The catalyst is O1CCCC1.CCOCC. The product is [C:1]1([CH:9]([OH:13])[CH:10]=[CH:11][CH3:12])[CH:6]=[CH:5][CH:4]=[CH:3][CH:2]=1. (2) The reactants are C([BH3-])#N.[Na+].[I:5][C:6]1[CH:7]=[CH:8][C:9]2[CH:10]=[C:11]3[CH2:18][NH:17][CH2:16][CH2:15][N:12]3[C:13]=2[CH:14]=1.C(=O)([O-])O.[Na+].C(OCC)(=O)C. The catalyst is C(O)(=O)C. The product is [I:5][C:6]1[CH:7]=[CH:8][C:9]2[CH2:10][CH:11]3[CH2:18][NH:17][CH2:16][CH2:15][N:12]3[C:13]=2[CH:14]=1. The yield is 0.790. (3) The reactants are C[O:2][C:3](=[O:19])[C:4]1[CH:9]=[C:8]([C:10]([F:13])([F:12])[CH3:11])[N:7]=[C:6]([NH:14][C@H:15]([CH2:17][CH3:18])[CH3:16])[CH:5]=1.[OH-].[Li+].Cl. The catalyst is CO. The product is [C@@H:15]([NH:14][C:6]1[CH:5]=[C:4]([CH:9]=[C:8]([C:10]([F:13])([F:12])[CH3:11])[N:7]=1)[C:3]([OH:19])=[O:2])([CH2:17][CH3:18])[CH3:16]. The yield is 0.950. (4) The reactants are C(N(CC)CC)C.[CH2:8]([NH:12][CH2:13][C:14]1[C:23]2[C:18](=[CH:19][CH:20]=[CH:21][CH:22]=2)[C:17]([O:24][CH3:25])=[C:16]([O:26][CH3:27])[CH:15]=1)[CH2:9][CH2:10][CH3:11].[C:28](Cl)([CH3:30])=[O:29]. The catalyst is C(Cl)Cl. The product is [C:28]([N:12]([CH2:13][C:14]1[C:23]2[C:18](=[CH:19][CH:20]=[CH:21][CH:22]=2)[C:17]([O:24][CH3:25])=[C:16]([O:26][CH3:27])[CH:15]=1)[CH2:8][CH2:9][CH2:10][CH3:11])(=[O:29])[CH3:30]. The yield is 1.00.